Dataset: Catalyst prediction with 721,799 reactions and 888 catalyst types from USPTO. Task: Predict which catalyst facilitates the given reaction. (1) Reactant: [Cl:1][C:2]1[CH:3]=[C:4]([OH:13])[C:5](=[CH:11][CH:12]=1)[C:6]([O:8][CH2:9][CH3:10])=[O:7].Cl[C:15]1[C:24]2[C:19](=[CH:20][C:21]([O:27][CH3:28])=[C:22]([O:25][CH3:26])[CH:23]=2)[N:18]=[CH:17][CH:16]=1. The catalyst class is: 420. Product: [Cl:1][C:2]1[CH:12]=[CH:11][C:5]([C:6]([O:8][CH2:9][CH3:10])=[O:7])=[C:4]([O:13][C:15]2[C:24]3[C:19](=[CH:20][C:21]([O:27][CH3:28])=[C:22]([O:25][CH3:26])[CH:23]=3)[N:18]=[CH:17][CH:16]=2)[CH:3]=1. (2) Reactant: O.[NH2:2][NH2:3].F[C:5]1[CH:12]=[CH:11][CH:10]=[C:9]([I:13])[C:6]=1[C:7]#[N:8].O. Product: [I:13][C:9]1[CH:10]=[CH:11][CH:12]=[C:5]2[C:6]=1[C:7]([NH2:8])=[N:2][NH:3]2. The catalyst class is: 8. (3) Reactant: [C:1]([C:4]1[C:12]2[C:7](=[CH:8][C:9]([C:13]([O:15]C)=[O:14])=[CH:10][CH:11]=2)[N:6]([CH2:17][CH2:18][CH2:19][CH3:20])[CH:5]=1)(=[O:3])[CH3:2].[OH-].[Na+]. Product: [C:1]([C:4]1[C:12]2[C:7](=[CH:8][C:9]([C:13]([OH:15])=[O:14])=[CH:10][CH:11]=2)[N:6]([CH2:17][CH2:18][CH2:19][CH3:20])[CH:5]=1)(=[O:3])[CH3:2]. The catalyst class is: 5. (4) Reactant: [C:1]([O:5][C:6]([N:8]1[CH2:13][C@H:12]([CH2:14][O:15][C:16]2[CH:25]=[C:24]3[C:19]([CH2:20][CH2:21][CH2:22][NH:23]3)=[CH:18][CH:17]=2)[N:11]([C:26]2[CH:31]=[CH:30][C:29]([O:32][CH2:33][CH2:34][CH2:35][O:36][CH2:37][C:38]3[CH:43]=[CH:42][CH:41]=[CH:40][C:39]=3[O:44][CH3:45])=[CH:28][CH:27]=2)[C:10](=[O:46])[CH2:9]1)=[O:7])([CH3:4])([CH3:3])[CH3:2].C(=O)([O-])[O-].[Na+].[Na+].[I-].[K+].Br[CH2:56][CH2:57][OH:58]. Product: [C:1]([O:5][C:6]([N:8]1[CH2:9][C:10](=[O:46])[N:11]([C:26]2[CH:31]=[CH:30][C:29]([O:32][CH2:33][CH2:34][CH2:35][O:36][CH2:37][C:38]3[CH:43]=[CH:42][CH:41]=[CH:40][C:39]=3[O:44][CH3:45])=[CH:28][CH:27]=2)[C@@H:12]([CH:14]([O:15][C:16]2[CH:25]=[C:24]3[C:19]([CH2:20][CH2:21][CH2:22][NH:23]3)=[CH:18][CH:17]=2)[CH2:56][CH2:57][OH:58])[CH2:13]1)=[O:7])([CH3:3])([CH3:4])[CH3:2]. The catalyst class is: 10. (5) Reactant: [CH3:1][O:2][C:3]1[C:4]([O:29][CH2:30][CH2:31][CH2:32][N:33]2[CH2:37][CH2:36][CH2:35][CH2:34]2)=[CH:5][C:6]2[CH2:15][CH:14]([C:16]([CH3:21])([CH3:20])[CH2:17][O:18][CH3:19])[N:13]3[C:8](=[CH:9][C:10](=[O:27])[C:11]([C:22]([O:24]CC)=[O:23])=[CH:12]3)[C:7]=2[CH:28]=1.[Li+].[OH-].Cl. Product: [CH3:1][O:2][C:3]1[C:4]([O:29][CH2:30][CH2:31][CH2:32][N:33]2[CH2:34][CH2:35][CH2:36][CH2:37]2)=[CH:5][C:6]2[CH2:15][CH:14]([C:16]([CH3:20])([CH3:21])[CH2:17][O:18][CH3:19])[N:13]3[C:8](=[CH:9][C:10](=[O:27])[C:11]([C:22]([OH:24])=[O:23])=[CH:12]3)[C:7]=2[CH:28]=1. The catalyst class is: 219.